Dataset: Full USPTO retrosynthesis dataset with 1.9M reactions from patents (1976-2016). Task: Predict the reactants needed to synthesize the given product. (1) The reactants are: B(O)O.Cl[C:5]1[CH:10]=[CH:9][C:8]([N+:11]([O-:13])=[O:12])=[C:7]([O:14][CH3:15])[CH:6]=1.[C:16]([O-:19])([O-])=O.[Na+].[Na+]. Given the product [CH3:15][O:14][C:7]1[CH:6]=[C:5]([C:5]2[CH:10]=[CH:9][C:16]([OH:19])=[CH:7][CH:6]=2)[CH:10]=[CH:9][C:8]=1[N+:11]([O-:13])=[O:12], predict the reactants needed to synthesize it. (2) Given the product [OH:30][C@H:21]([CH2:22][O:23][C:24]1[CH:25]=[CH:26][CH:27]=[CH:28][CH:29]=1)[CH2:20][NH:19][CH:17]1[CH2:16][CH2:15][CH2:14][C:13]2[C:8]([O:7][CH2:6][C:4]([O-:5])=[O:3])=[CH:9][CH:10]=[CH:11][C:12]=2[CH2:18]1.[Na+:32], predict the reactants needed to synthesize it. The reactants are: C([O:3][C:4]([CH2:6][O:7][C:8]1[C:13]2[CH2:14][CH2:15][CH2:16][CH:17]([NH:19][CH2:20][C@H:21]([OH:30])[CH2:22][O:23][C:24]3[CH:29]=[CH:28][CH:27]=[CH:26][CH:25]=3)[CH2:18][C:12]=2[CH:11]=[CH:10][CH:9]=1)=[O:5])C.[OH-].[Na+:32].